Dataset: Reaction yield outcomes from USPTO patents with 853,638 reactions. Task: Predict the reaction yield, written as a fraction of the theoretical maximum amount of product (1.0 means a 100% yield; for example, 0.34 means a 34% yield). (1) The reactants are [CH2:1]([N:4]1[C@H:9]([CH3:10])[CH2:8][N:7](C(OCC)=O)[C@@H:6]([CH3:16])[CH2:5]1)[CH:2]=[CH2:3].[OH-].[K+].C(=O)=O.C1(C)C=CC=CC=1. The catalyst is C(O)C. The product is [CH2:1]([N:4]1[CH2:5][C@@H:6]([CH3:16])[NH:7][CH2:8][C@@H:9]1[CH3:10])[CH:2]=[CH2:3]. The yield is 0.690. (2) The catalyst is C1COCC1.C(O)(=O)C.O. The product is [C:1]([O:5][C:6]([NH:8][C@@H:9]([CH2:13][NH:14][C:15]1[S:16][C:19]([CH:20]=[O:21])=[CH:22][N:17]=1)[C:10]([OH:12])=[O:11])=[O:7])([CH3:4])([CH3:2])[CH3:3]. The yield is 0.390. The reactants are [C:1]([O:5][C:6]([NH:8][C@@H:9]([CH2:13][NH:14][C:15]([NH2:17])=[S:16])[C:10]([OH:12])=[O:11])=[O:7])([CH3:4])([CH3:3])[CH3:2].Br[CH:19]([CH:22]=O)[CH:20]=[O:21]. (3) The reactants are [Si]([O:8][CH2:9][C:10]([NH:13][C:14]([C:16]1[C:20]2=[N:21][C:22]([C:25]3[C:33]4[C:28](=[CH:29][CH:30]=[C:31]([O:34][CH:35]([F:37])[F:36])[CH:32]=4)[N:27]([CH2:38][CH2:39][CH2:40][N:41]([CH3:43])[CH3:42])[N:26]=3)=[CH:23][N:24]=[C:19]2[N:18](C(C2C=CC=CC=2)(C2C=CC=CC=2)C2C=CC=CC=2)[CH:17]=1)=[O:15])([CH3:12])[CH3:11])(C(C)(C)C)(C)C.FC(F)(F)C(O)=O. The catalyst is ClCCl. The product is [F:37][CH:35]([F:36])[O:34][C:31]1[CH:32]=[C:33]2[C:28](=[CH:29][CH:30]=1)[N:27]([CH2:38][CH2:39][CH2:40][N:41]([CH3:42])[CH3:43])[N:26]=[C:25]2[C:22]1[N:21]=[C:20]2[C:16]([C:14]([NH:13][C:10]([CH3:11])([CH3:12])[CH2:9][OH:8])=[O:15])=[CH:17][NH:18][C:19]2=[N:24][CH:23]=1. The yield is 0.345. (4) The reactants are [C:1]([NH:4][C:5]1[CH:13]=[C:12]2[C:8]([CH2:9][C:10](=[O:14])[NH:11]2)=[CH:7][CH:6]=1)(=[O:3])[CH3:2].[CH3:15][C:16]1([CH3:28])[CH2:25][CH2:24][C:23]2[C:18](=[CH:19][CH:20]=[C:21]([CH:26]=O)[CH:22]=2)[O:17]1.N1CCCCC1. The catalyst is O. The product is [CH3:15][C:16]1([CH3:28])[CH2:25][CH2:24][C:23]2[C:18](=[CH:19][CH:20]=[C:21]([CH:26]=[C:9]3[C:8]4[C:12](=[CH:13][C:5]([NH:4][C:1](=[O:3])[CH3:2])=[CH:6][CH:7]=4)[NH:11][C:10]3=[O:14])[CH:22]=2)[O:17]1. The yield is 0.440. (5) The reactants are Br[C:2]1[CH:3]=[C:4]2[C:9](=[C:10]([O:12][CH2:13][O:14][CH2:15][CH2:16][Si:17]([CH3:20])([CH3:19])[CH3:18])[CH:11]=1)[N:8]=[CH:7][N:6]([CH2:21][O:22][CH2:23][CH2:24][Si:25]([CH3:28])([CH3:27])[CH3:26])[C:5]2=[O:29].[B:30]1([B:30]2[O:34][C:33]([CH3:36])([CH3:35])[C:32]([CH3:38])([CH3:37])[O:31]2)[O:34][C:33]([CH3:36])([CH3:35])[C:32]([CH3:38])([CH3:37])[O:31]1.C([O-])(=O)C.[K+]. The catalyst is O1CCOCC1. The product is [CH3:37][C:32]1([CH3:38])[C:33]([CH3:36])([CH3:35])[O:34][B:30]([C:2]2[CH:3]=[C:4]3[C:9](=[C:10]([O:12][CH2:13][O:14][CH2:15][CH2:16][Si:17]([CH3:20])([CH3:19])[CH3:18])[CH:11]=2)[N:8]=[CH:7][N:6]([CH2:21][O:22][CH2:23][CH2:24][Si:25]([CH3:28])([CH3:27])[CH3:26])[C:5]3=[O:29])[O:31]1. The yield is 0.840.